From a dataset of Peptide-MHC class I binding affinity with 185,985 pairs from IEDB/IMGT. Regression. Given a peptide amino acid sequence and an MHC pseudo amino acid sequence, predict their binding affinity value. This is MHC class I binding data. (1) The peptide sequence is RISGVDRYY. The MHC is Patr-A0901 with pseudo-sequence Patr-A0901. The binding affinity (normalized) is 0.0346. (2) The peptide sequence is AAFLDDNAF. The MHC is HLA-A11:01 with pseudo-sequence HLA-A11:01. The binding affinity (normalized) is 0.0847. (3) The peptide sequence is RTFGKLPYR. The MHC is HLA-A02:03 with pseudo-sequence HLA-A02:03. The binding affinity (normalized) is 0.0847. (4) The peptide sequence is HTKKEMRSF. The MHC is HLA-A26:02 with pseudo-sequence HLA-A26:02. The binding affinity (normalized) is 1.00. (5) The peptide sequence is EVMRGKFGK. The MHC is HLA-A11:01 with pseudo-sequence HLA-A11:01. The binding affinity (normalized) is 0.377. (6) The peptide sequence is GLLYFILFFV. The MHC is HLA-A02:06 with pseudo-sequence HLA-A02:06. The binding affinity (normalized) is 0.398. (7) The peptide sequence is YTAVVPLVS. The MHC is Mamu-A02 with pseudo-sequence Mamu-A02. The binding affinity (normalized) is 0.470.